Dataset: NCI-60 drug combinations with 297,098 pairs across 59 cell lines. Task: Regression. Given two drug SMILES strings and cell line genomic features, predict the synergy score measuring deviation from expected non-interaction effect. (1) Cell line: HCT-15. Drug 1: C1=NC2=C(N=C(N=C2N1C3C(C(C(O3)CO)O)F)Cl)N. Synergy scores: CSS=2.42, Synergy_ZIP=-6.24, Synergy_Bliss=-7.25, Synergy_Loewe=-17.3, Synergy_HSA=-6.53. Drug 2: C1=CN(C=N1)CC(O)(P(=O)(O)O)P(=O)(O)O. (2) Drug 1: CC(CN1CC(=O)NC(=O)C1)N2CC(=O)NC(=O)C2. Drug 2: CC1=CC2C(CCC3(C2CCC3(C(=O)C)OC(=O)C)C)C4(C1=CC(=O)CC4)C. Cell line: HCT116. Synergy scores: CSS=34.2, Synergy_ZIP=1.50, Synergy_Bliss=3.13, Synergy_Loewe=-5.22, Synergy_HSA=4.31. (3) Drug 1: C1=NC2=C(N1)C(=S)N=C(N2)N. Drug 2: CCN(CC)CCCC(C)NC1=C2C=C(C=CC2=NC3=C1C=CC(=C3)Cl)OC. Cell line: SK-MEL-5. Synergy scores: CSS=27.6, Synergy_ZIP=1.20, Synergy_Bliss=-4.98, Synergy_Loewe=-14.1, Synergy_HSA=-5.15. (4) Drug 1: C1=CC=C(C(=C1)C(C2=CC=C(C=C2)Cl)C(Cl)Cl)Cl. Drug 2: CS(=O)(=O)OCCCCOS(=O)(=O)C. Cell line: MCF7. Synergy scores: CSS=2.31, Synergy_ZIP=1.12, Synergy_Bliss=1.86, Synergy_Loewe=1.02, Synergy_HSA=-0.666.